Dataset: Forward reaction prediction with 1.9M reactions from USPTO patents (1976-2016). Task: Predict the product of the given reaction. (1) Given the reactants [C:1]1([P:7]([C:14]2[CH:19]=[CH:18][CH:17]=[CH:16][CH:15]=2)[C:8]2[CH:13]=[CH:12][CH:11]=[CH:10][CH:9]=2)[CH:6]=[CH:5][CH:4]=[CH:3][CH:2]=1.[C:20](Br)(Br)([Br:22])[Br:21], predict the reaction product. The product is: [Br:21][C:20](=[P:7]([C:1]1[CH:2]=[CH:3][CH:4]=[CH:5][CH:6]=1)([C:8]1[CH:13]=[CH:12][CH:11]=[CH:10][CH:9]=1)[C:14]1[CH:15]=[CH:16][CH:17]=[CH:18][CH:19]=1)[Br:22]. (2) Given the reactants C(O)(C(F)(F)F)=O.C(OC([NH:15][C@H:16]([C:37]([O:39][CH3:40])=[O:38])[CH2:17][C:18]1[CH:23]=[CH:22][C:21]([CH2:24][CH2:25][CH2:26][C:27]2[CH:36]=[CH:35][C:34]3[CH2:33][CH2:32][CH2:31][NH:30][C:29]=3[N:28]=2)=[CH:20][N:19]=1)=O)(C)(C)C, predict the reaction product. The product is: [N:28]1[C:29]2[NH:30][CH2:31][CH2:32][CH2:33][C:34]=2[CH:35]=[CH:36][C:27]=1[CH2:26][CH2:25][CH2:24][C:21]1[CH:22]=[CH:23][C:18]([CH2:17][C@@H:16]([C:37]([O:39][CH3:40])=[O:38])[NH2:15])=[N:19][CH:20]=1. (3) Given the reactants C([O:5][C:6]1[CH:29]=[C:28]([O:30][CH2:31][CH:32]([CH3:34])[CH3:33])[CH:27]=[CH:26][C:7]=1[C:8]([C:10]1[CH:11]=[CH:12][C:13]([O:21][CH2:22][CH:23]([CH3:25])[CH3:24])=[C:14]([CH2:16][C:17]([O:19][CH3:20])=[O:18])[CH:15]=1)=[O:9])C(C)C.[Cl-].[Al+3].[Cl-].[Cl-].C(Cl)(Cl)Cl, predict the reaction product. The product is: [OH:5][C:6]1[CH:29]=[C:28]([O:30][CH2:31][CH:32]([CH3:34])[CH3:33])[CH:27]=[CH:26][C:7]=1[C:8]([C:10]1[CH:11]=[CH:12][C:13]([O:21][CH2:22][CH:23]([CH3:25])[CH3:24])=[C:14]([CH2:16][C:17]([O:19][CH3:20])=[O:18])[CH:15]=1)=[O:9]. (4) Given the reactants [CH3:1][C:2]([O:5][C:6]([NH:8][CH2:9][C:10]1([OH:24])[CH2:13][N:12]([C:14]([O:16]CC2C=CC=CC=2)=O)[CH2:11]1)=[O:7])([CH3:4])[CH3:3].CCN(C(C)C)C(C)C.[F:34][C:35]1[C:36]([NH:45][C:46]2[CH:51]=[CH:50][C:49]([I:52])=[CH:48][C:47]=2[F:53])=[C:37]([CH:41]=[CH:42][C:43]=1[F:44])C(F)=O, predict the reaction product. The product is: [F:34][C:35]1[C:36]([NH:45][C:46]2[CH:51]=[CH:50][C:49]([I:52])=[CH:48][C:47]=2[F:53])=[C:37]([C:14]([N:12]2[CH2:11][C:10]([CH2:9][NH:8][C:6](=[O:7])[O:5][C:2]([CH3:1])([CH3:3])[CH3:4])([OH:24])[CH2:13]2)=[O:16])[CH:41]=[CH:42][C:43]=1[F:44]. (5) Given the reactants [C:1]([C:5]1[CH:10]=[CH:9][C:8]([CH3:11])=[C:7]([C:12]#[CH:13])[CH:6]=1)([CH3:4])([CH3:3])[CH3:2].[CH2:14]([O:16][C:17](=[O:27])[CH:18]=[CH:19][C:20]1[CH:25]=[CH:24][C:23](I)=[CH:22][CH:21]=1)[CH3:15].C(N(CC)CC)C.C(OCC)(=O)C, predict the reaction product. The product is: [CH2:14]([O:16][C:17](=[O:27])[CH:18]=[CH:19][C:20]1[CH:25]=[CH:24][C:23]([C:13]#[C:12][C:7]2[CH:6]=[C:5]([C:1]([CH3:4])([CH3:3])[CH3:2])[CH:10]=[CH:9][C:8]=2[CH3:11])=[CH:22][CH:21]=1)[CH3:15]. (6) Given the reactants [CH:1]1([NH:4][C:5](=[O:43])[NH:6][C:7]2[CH:41]=[CH:40][C:10]([O:11][C:12]3[CH:17]=[CH:16][N:15]=[C:14]4[CH:18]=[C:19]([C:21]5[N:26]=[CH:25][C:24]([CH2:27][O:28][CH:29]6[CH2:32][N:31](C(OC(C)(C)C)=O)[CH2:30]6)=[CH:23][CH:22]=5)[S:20][C:13]=34)=[C:9]([F:42])[CH:8]=2)[CH2:3][CH2:2]1.C(O)(C(F)(F)F)=O, predict the reaction product. The product is: [NH:31]1[CH2:30][CH:29]([O:28][CH2:27][C:24]2[CH:23]=[CH:22][C:21]([C:19]3[S:20][C:13]4[C:14](=[N:15][CH:16]=[CH:17][C:12]=4[O:11][C:10]4[CH:40]=[CH:41][C:7]([NH:6][C:5]([NH:4][CH:1]5[CH2:2][CH2:3]5)=[O:43])=[CH:8][C:9]=4[F:42])[CH:18]=3)=[N:26][CH:25]=2)[CH2:32]1. (7) Given the reactants [CH3:1][S:2]([C:5]1[CH:6]=[C:7]([C:15]2[N:19]=[CH:18][N:17](/[CH:20]=[CH:21]\[C:22]([NH:24][NH2:25])=[O:23])[N:16]=2)[CH:8]=[C:9]([C:11]([F:14])([F:13])[F:12])[CH:10]=1)(=[O:4])=[O:3].[CH3:26]OC(OC)OC.CS(O)(=O)=O.CO, predict the reaction product. The product is: [CH3:1][S:2]([C:5]1[CH:6]=[C:7]([C:15]2[N:19]=[CH:18][N:17](/[CH:20]=[CH:21]\[C:22]3[O:23][CH:26]=[N:25][N:24]=3)[N:16]=2)[CH:8]=[C:9]([C:11]([F:12])([F:14])[F:13])[CH:10]=1)(=[O:4])=[O:3]. (8) Given the reactants [CH2:1]([N:4]1[CH2:13][CH2:12][C:11]2[C:6](=[CH:7][CH:8]=[C:9](Br)[CH:10]=2)[C:5]1=[O:15])[CH:2]=[CH2:3].[C:16]([C:18]1[CH:23]=[CH:22][C:21](B(O)O)=[CH:20][CH:19]=1)#[N:17].C(=O)([O-])[O-].[K+].[K+].O, predict the reaction product. The product is: [CH2:1]([N:4]1[CH2:13][CH2:12][C:11]2[C:6](=[CH:7][CH:8]=[C:9]([C:21]3[CH:22]=[CH:23][C:18]([C:16]#[N:17])=[CH:19][CH:20]=3)[CH:10]=2)[C:5]1=[O:15])[CH:2]=[CH2:3].